Dataset: Reaction yield outcomes from USPTO patents with 853,638 reactions. Task: Predict the reaction yield, written as a fraction of the theoretical maximum amount of product (1.0 means a 100% yield; for example, 0.34 means a 34% yield). (1) The reactants are [CH:1]1([CH:4]([C:6]2[CH:7]=[N:8][C:9]([O:12][CH3:13])=[CH:10][CH:11]=2)[OH:5])[CH2:3][CH2:2]1.O[C:15]1[CH:22]=[CH:21][C:18]([C:19]#[N:20])=[CH:17][C:16]=1[O:23][CH3:24].C1(P(C2C=CC=CC=2)C2C=CC=CC=2)C=CC=CC=1.N(C(OCC)=O)=NC(OCC)=O. The catalyst is O1CCCC1. The product is [CH:1]1([CH:4]([C:6]2[CH:7]=[N:8][C:9]([O:12][CH3:13])=[CH:10][CH:11]=2)[O:5][C:15]2[CH:22]=[CH:21][C:18]([C:19]#[N:20])=[CH:17][C:16]=2[O:23][CH3:24])[CH2:2][CH2:3]1. The yield is 0.800. (2) The reactants are [CH3:1][C:2]1([CH3:20])[CH2:6][C:5]2[C:7]([CH3:19])=[C:8]([N:13]3[CH2:18][CH2:17][NH:16][CH2:15][CH2:14]3)[C:9]([CH3:12])=[C:10]([CH3:11])[C:4]=2[O:3]1.Br[C:22]1[CH:27]=[CH:26][C:25]([CH2:28][CH3:29])=[CH:24][CH:23]=1. No catalyst specified. The product is [CH2:28]([C:25]1[CH:26]=[CH:27][C:22]([N:16]2[CH2:15][CH2:14][N:13]([C:8]3[C:9]([CH3:12])=[C:10]([CH3:11])[C:4]4[O:3][C:2]([CH3:20])([CH3:1])[CH2:6][C:5]=4[C:7]=3[CH3:19])[CH2:18][CH2:17]2)=[CH:23][CH:24]=1)[CH3:29]. The yield is 0.380. (3) The reactants are CN(C)CCN(C)C.C([Li])(CC)C.[CH2:14]([N:16]([CH2:26][CH3:27])[C:17](=[O:25])[C:18]1[CH:23]=[CH:22][C:21]([F:24])=[CH:20][CH:19]=1)[CH3:15].[B:28](OC)([O:31]C)[O:29]C. The catalyst is C1COCC1. The product is [CH2:26]([N:16]([CH2:14][CH3:15])[C:17]([C:18]1[CH:23]=[CH:22][C:21]([F:24])=[CH:20][C:19]=1[B:28]([OH:31])[OH:29])=[O:25])[CH3:27]. The yield is 0.930. (4) The reactants are Br[C:2]1[C:3]([CH3:18])=[C:4]([C:9]([O:16]C)=[C:10]([C:12]([CH3:15])([CH3:14])[CH3:13])[CH:11]=1)[C:5]([O:7]C)=[O:6].[Cl:19][C:20]1[CH:26]=[CH:25][C:23]([NH2:24])=[CH:22][CH:21]=1. No catalyst specified. The product is [C:12]([C:10]1[C:9]([OH:16])=[C:4]([C:3]([CH3:18])=[C:2]([NH:24][C:23]2[CH:25]=[CH:26][C:20]([Cl:19])=[CH:21][CH:22]=2)[CH:11]=1)[C:5]([OH:7])=[O:6])([CH3:15])([CH3:14])[CH3:13]. The yield is 0.590. (5) The reactants are [CH3:1][NH2:2].Cl.C[Al](C)C.C[O:9][C:10]([C:12]1[CH:17]=[CH:16][C:15]([C:18]([O:20][CH3:21])=[O:19])=[CH:14][N:13]=1)=O. The catalyst is C1(C)C=CC=CC=1.C(Cl)Cl. The product is [CH3:1][NH:2][C:10]([C:12]1[N:13]=[CH:14][C:15]([C:18]([O:20][CH3:21])=[O:19])=[CH:16][CH:17]=1)=[O:9]. The yield is 1.00. (6) The reactants are Cl[C:2]1[CH:7]=[C:6]([C:8]([OH:10])=[O:9])[C:5]([N+:11]([O-:13])=[O:12])=[CH:4][N:3]=1.[NH:14]1[CH2:19][CH2:18][CH:17]([NH:20][C:21](=[O:27])[O:22][C:23]([CH3:26])([CH3:25])[CH3:24])[CH2:16][CH2:15]1.C(N(CC)CC)C.Cl. The catalyst is C1COCC1. The product is [C:23]([O:22][C:21]([NH:20][CH:17]1[CH2:16][CH2:15][N:14]([C:2]2[CH:7]=[C:6]([C:8]([OH:10])=[O:9])[C:5]([N+:11]([O-:13])=[O:12])=[CH:4][N:3]=2)[CH2:19][CH2:18]1)=[O:27])([CH3:26])([CH3:24])[CH3:25]. The yield is 0.580.